This data is from Reaction yield outcomes from USPTO patents with 853,638 reactions. The task is: Predict the reaction yield, written as a fraction of the theoretical maximum amount of product (1.0 means a 100% yield; for example, 0.34 means a 34% yield). (1) The reactants are [Br:1][C:2]1[C:3]([OH:11])=[C:4]([CH:7]=[C:8]([Cl:10])[CH:9]=1)[CH:5]=O.[NH:12]([C:14]([O:16][C:17]([CH3:20])([CH3:19])[CH3:18])=[O:15])[NH2:13].C(O[BH-](OC(=O)C)OC(=O)C)(=O)C.[Na+].Cl. The catalyst is C(Cl)Cl.C(O)(=O)C. The product is [Br:1][C:2]1[C:3]([OH:11])=[C:4]([CH2:5][NH:13][NH:12][C:14]([O:16][C:17]([CH3:20])([CH3:19])[CH3:18])=[O:15])[CH:7]=[C:8]([Cl:10])[CH:9]=1. The yield is 0.990. (2) The reactants are [CH3:1][C:2]1([CH3:18])[C:6]([CH3:8])([CH3:7])[O:5][B:4]([C:9]2[CH:17]=[CH:16][C:12]([C:13]([OH:15])=O)=[CH:11][CH:10]=2)[O:3]1.[O:19]1[CH2:24][CH2:23][CH:22]([NH2:25])[CH2:21][CH2:20]1.C(N(CC)CC)C.O. The yield is 0.820. The catalyst is S(Cl)(Cl)=O. The product is [CH3:18][C:2]1([CH3:1])[C:6]([CH3:7])([CH3:8])[O:5][B:4]([C:9]2[CH:10]=[CH:11][C:12]([C:13]([NH:25][CH:22]3[CH2:23][CH2:24][O:19][CH2:20][CH2:21]3)=[O:15])=[CH:16][CH:17]=2)[O:3]1. (3) The reactants are [O:1]([C:8]1[CH:13]=[CH:12][C:11]([S:14]([NH:17][CH2:18][CH2:19][CH2:20][CH2:21][NH:22][C:23]([P:25]([O:31]C(C)C)([O:27]C(C)C)=[O:26])=[O:24])(=[O:16])=[O:15])=[CH:10][CH:9]=1)[C:2]1[CH:7]=[CH:6][CH:5]=[CH:4][CH:3]=1.C[Si](Br)(C)C.CO. The catalyst is C(Cl)(Cl)Cl.CC#N. The product is [O:1]([C:8]1[CH:13]=[CH:12][C:11]([S:14]([NH:17][CH2:18][CH2:19][CH2:20][CH2:21][NH:22][C:23]([P:25]([OH:31])([OH:27])=[O:26])=[O:24])(=[O:15])=[O:16])=[CH:10][CH:9]=1)[C:2]1[CH:3]=[CH:4][CH:5]=[CH:6][CH:7]=1. The yield is 0.960. (4) The reactants are [Cl:1][C:2]1[CH:3]=[CH:4][C:5]([CH2:8][O:9][C:10]2[CH:15]=[CH:14][N+:13]([O-])=[CH:12][CH:11]=2)=[N:6][CH:7]=1.CC(OC(C)=O)=[O:19]. No catalyst specified. The product is [Cl:1][C:2]1[CH:3]=[CH:4][C:5]([CH2:8][O:9][C:10]2[CH:15]=[CH:14][NH:13][C:12](=[O:19])[CH:11]=2)=[N:6][CH:7]=1. The yield is 0.750.